From a dataset of TCR-epitope binding with 47,182 pairs between 192 epitopes and 23,139 TCRs. Binary Classification. Given a T-cell receptor sequence (or CDR3 region) and an epitope sequence, predict whether binding occurs between them. The epitope is VVYRGTTTY. The TCR CDR3 sequence is CASSSPETSGYNEQFF. Result: 1 (the TCR binds to the epitope).